Dataset: Peptide-MHC class I binding affinity with 185,985 pairs from IEDB/IMGT. Task: Regression. Given a peptide amino acid sequence and an MHC pseudo amino acid sequence, predict their binding affinity value. This is MHC class I binding data. (1) The peptide sequence is ILQDRIRMY. The MHC is HLA-B35:01 with pseudo-sequence HLA-B35:01. The binding affinity (normalized) is 0.0847. (2) The peptide sequence is IHYAGWVSL. The MHC is HLA-B15:01 with pseudo-sequence HLA-B15:01. The binding affinity (normalized) is 0.0641. (3) The peptide sequence is KLYKMRIPR. The MHC is HLA-B27:05 with pseudo-sequence HLA-B27:05. The binding affinity (normalized) is 0.0847. (4) The peptide sequence is LLFRMILNY. The MHC is HLA-A24:03 with pseudo-sequence HLA-A24:03. The binding affinity (normalized) is 0.0847. (5) The peptide sequence is AMIKNLDFI. The MHC is H-2-Kd with pseudo-sequence H-2-Kd. The binding affinity (normalized) is 0.250. (6) The peptide sequence is VTSLAIKNY. The MHC is HLA-A11:01 with pseudo-sequence HLA-A11:01. The binding affinity (normalized) is 0.466. (7) The peptide sequence is RYFCTEKDR. The MHC is H-2-Kd with pseudo-sequence H-2-Kd. The binding affinity (normalized) is 0.306. (8) The peptide sequence is GDKQRGGK. The MHC is Mamu-B08 with pseudo-sequence Mamu-B08. The binding affinity (normalized) is 0. (9) The peptide sequence is ERAFQNWSV. The MHC is HLA-B15:17 with pseudo-sequence HLA-B15:17. The binding affinity (normalized) is 0.0847. (10) The peptide sequence is RSLFNTVATLY. The MHC is HLA-A24:02 with pseudo-sequence HLA-A24:02. The binding affinity (normalized) is 0.146.